Regression/Classification. Given a drug SMILES string, predict its absorption, distribution, metabolism, or excretion properties. Task type varies by dataset: regression for continuous measurements (e.g., permeability, clearance, half-life) or binary classification for categorical outcomes (e.g., BBB penetration, CYP inhibition). Dataset: cyp1a2_veith. From a dataset of CYP1A2 inhibition data for predicting drug metabolism from PubChem BioAssay. (1) The drug is N#CCCn1c(=O)c(-c2ccccc2)nc2cnc(Oc3ccccc3)nc21. The result is 1 (inhibitor). (2) The drug is COc1ccc(C2=NCC(CSc3nccc(=O)[nH]3)S2)cc1. The result is 1 (inhibitor). (3) The result is 0 (non-inhibitor). The drug is Cc1ccc(S(=O)(=O)/C(C#N)=C/c2c(N3CC(C)OC(C)C3)nc3ccccn3c2=O)cc1. (4) The drug is CCn1c(SCC(=O)N2CCCCC2)nc(O)cc1=O. The result is 0 (non-inhibitor). (5) The compound is C/C(CCN1CCCc2nc(C)c(C)cc21)=N\O[C@@H](C)CN1CCCc2nc(C)c(C)cc21. The result is 0 (non-inhibitor). (6) The drug is CO[C@@H]1C[C@H](O[C@H]2[C@@H](C)[C@H](O[C@@H]3O[C@@H](C)C[C@@H](N(C)C)[C@@H]3OC(C)=O)[C@H](C)C[C@]3(CO3)C(=O)[C@H](C)[C@H](OC(C)=O)[C@H](C)[C@H](C)OC(=O)[C@@H]2C)O[C@H](C)[C@@H]1OC(C)=O. The result is 0 (non-inhibitor). (7) The drug is Cc1ncc(COP(=O)(O)O)c(C)c1O. The result is 0 (non-inhibitor).